Dataset: Forward reaction prediction with 1.9M reactions from USPTO patents (1976-2016). Task: Predict the product of the given reaction. (1) Given the reactants [Cl:1][C:2]1[CH:3]=[C:4]([CH:13]=[CH:14][C:15]=1[Cl:16])[CH2:5][N:6]1[CH2:11][CH2:10][CH:9]([NH2:12])[CH2:8][CH2:7]1.C(N(CC)CC)C.C([CH:26]([C:30](Cl)=[O:31])[C:27](Cl)=[O:28])C.O.[NH2:34][NH2:35], predict the reaction product. The product is: [Cl:1][C:2]1[CH:3]=[C:4]([CH:13]=[CH:14][C:15]=1[Cl:16])[CH2:5][N:6]1[CH2:7][CH2:8][CH:9]([NH:12][C:27](=[O:28])[CH2:26][C:30]([NH:34][NH2:35])=[O:31])[CH2:10][CH2:11]1. (2) Given the reactants [CH:1]1([S:4]([NH:7][C:8](=[O:14])[O:9][C:10]([CH3:13])([CH3:12])[CH3:11])(=[O:6])=[O:5])[CH2:3][CH2:2]1.[Li][CH2:16]CCC.CI, predict the reaction product. The product is: [CH3:16][C:1]1([S:4]([NH:7][C:8](=[O:14])[O:9][C:10]([CH3:11])([CH3:13])[CH3:12])(=[O:6])=[O:5])[CH2:2][CH2:3]1.